The task is: Predict the product of the given reaction.. This data is from Forward reaction prediction with 1.9M reactions from USPTO patents (1976-2016). (1) The product is: [CH3:1][C:2]([C:7]1[CH:12]=[CH:11][CH:10]=[CH:9][CH:8]=1)([CH3:6])[C:3]([Cl:16])=[O:4]. Given the reactants [CH3:1][C:2]([C:7]1[CH:12]=[CH:11][CH:10]=[CH:9][CH:8]=1)([CH3:6])[C:3](O)=[O:4].C(Cl)(=O)C([Cl:16])=O, predict the reaction product. (2) Given the reactants C(Cl)(=O)C(Cl)=O.[N+:7]([C:10]1[CH:11]=[C:12]([CH:16]=[CH:17][C:18]=1[O:19][CH3:20])[C:13]([OH:15])=O)([O-])=O.CN(C)C=O.[Cl:26][C:27]1[CH:28]=[C:29]([CH:31]=[CH:32][C:33]=1[Cl:34])[NH2:30], predict the reaction product. The product is: [NH2:7][C:10]1[CH:11]=[C:12]([CH:16]=[CH:17][C:18]=1[O:19][CH3:20])[C:13]([NH:30][C:29]1[CH:31]=[CH:32][C:33]([Cl:34])=[C:27]([Cl:26])[CH:28]=1)=[O:15]. (3) Given the reactants Cl.[CH2:2]([NH:9][C:10](=[NH:12])[CH3:11])[C:3]1[CH:8]=[CH:7][CH:6]=[CH:5][CH:4]=1.[C:13](=[O:16])([O-])[O-].[K+].[K+].C(Cl)Cl.Br/[C:23](=C/OC1CCCCC1)/[CH:24]=O, predict the reaction product. The product is: [CH2:2]([N:9]1[CH:24]=[CH:23][NH:12][C:10]1([CH3:11])[CH:13]=[O:16])[C:3]1[CH:8]=[CH:7][CH:6]=[CH:5][CH:4]=1. (4) Given the reactants [C:1]1([CH2:7][CH2:8][CH2:9][CH2:10][PH:11](=[O:13])[OH:12])[CH:6]=[CH:5][CH:4]=[CH:3][CH:2]=1.CCN(C(C)C)C(C)C.[CH3:23][O:24][C:25](=[O:42])[C:26]([C:28]1[CH:33]=[CH:32][CH:31]=[C:30]([NH:34][C:35]([O:37][C:38]([CH3:41])([CH3:40])[CH3:39])=[O:36])[CH:29]=1)=[CH2:27], predict the reaction product. The product is: [CH3:23][O:24][C:25](=[O:42])[CH:26]([C:28]1[CH:33]=[CH:32][CH:31]=[C:30]([NH:34][C:35]([O:37][C:38]([CH3:41])([CH3:40])[CH3:39])=[O:36])[CH:29]=1)[CH2:27][P:11]([CH2:10][CH2:9][CH2:8][CH2:7][C:1]1[CH:6]=[CH:5][CH:4]=[CH:3][CH:2]=1)([OH:12])=[O:13]. (5) Given the reactants [Cl:1][C:2]1[CH:3]=[C:4]([CH:12]=[CH:13][C:14]=1[Cl:15])[CH2:5][N:6]([CH3:11])[CH2:7][CH2:8][C:9]#[N:10], predict the reaction product. The product is: [Cl:1][C:2]1[CH:3]=[C:4]([CH:12]=[CH:13][C:14]=1[Cl:15])[CH2:5][N:6]([CH3:11])[CH2:7][CH2:8][CH2:9][NH2:10].